From a dataset of Forward reaction prediction with 1.9M reactions from USPTO patents (1976-2016). Predict the product of the given reaction. Given the reactants C([Li])CCC.Br[C:7]1[CH:8]=[N:9][CH:10]=[CH:11][CH:12]=1.[CH2:13]([B:15]([CH2:18][CH3:19])OC)[CH3:14].O, predict the reaction product. The product is: [CH2:13]([B:15]([CH2:18][CH3:19])[C:7]1[CH:8]=[N:9][CH:10]=[CH:11][CH:12]=1)[CH3:14].